Dataset: NCI-60 drug combinations with 297,098 pairs across 59 cell lines. Task: Regression. Given two drug SMILES strings and cell line genomic features, predict the synergy score measuring deviation from expected non-interaction effect. (1) Drug 1: CC1CCC2CC(C(=CC=CC=CC(CC(C(=O)C(C(C(=CC(C(=O)CC(OC(=O)C3CCCCN3C(=O)C(=O)C1(O2)O)C(C)CC4CCC(C(C4)OC)OCCO)C)C)O)OC)C)C)C)OC. Drug 2: CC(C)(C#N)C1=CC(=CC(=C1)CN2C=NC=N2)C(C)(C)C#N. Cell line: NCI-H522. Synergy scores: CSS=2.28, Synergy_ZIP=1.09, Synergy_Bliss=2.46, Synergy_Loewe=1.46, Synergy_HSA=1.61. (2) Drug 1: CC1=C2C(C(=O)C3(C(CC4C(C3C(C(C2(C)C)(CC1OC(=O)C(C(C5=CC=CC=C5)NC(=O)OC(C)(C)C)O)O)OC(=O)C6=CC=CC=C6)(CO4)OC(=O)C)OC)C)OC. Drug 2: C1CCN(CC1)CCOC2=CC=C(C=C2)C(=O)C3=C(SC4=C3C=CC(=C4)O)C5=CC=C(C=C5)O. Cell line: NCIH23. Synergy scores: CSS=38.7, Synergy_ZIP=3.43, Synergy_Bliss=4.46, Synergy_Loewe=-36.6, Synergy_HSA=2.36. (3) Drug 1: CCC1=C2CN3C(=CC4=C(C3=O)COC(=O)C4(CC)O)C2=NC5=C1C=C(C=C5)O. Drug 2: B(C(CC(C)C)NC(=O)C(CC1=CC=CC=C1)NC(=O)C2=NC=CN=C2)(O)O. Cell line: UACC62. Synergy scores: CSS=81.3, Synergy_ZIP=3.96, Synergy_Bliss=3.45, Synergy_Loewe=1.27, Synergy_HSA=7.18. (4) Drug 1: C1CN1C2=NC(=NC(=N2)N3CC3)N4CC4. Drug 2: C1CN(P(=O)(OC1)NCCCl)CCCl. Cell line: UACC-257. Synergy scores: CSS=13.2, Synergy_ZIP=-3.75, Synergy_Bliss=0.809, Synergy_Loewe=-23.1, Synergy_HSA=1.06.